Dataset: Forward reaction prediction with 1.9M reactions from USPTO patents (1976-2016). Task: Predict the product of the given reaction. (1) Given the reactants [CH2:1]([C:3]1[CH:4]=[C:5]2[N:10]([C:11]=1[C:12]([C:14]1[CH:19]=[CH:18][C:17](I)=[CH:16][CH:15]=1)=[O:13])[CH:9]=[CH:8][C:7]([C:21]([O:23][CH:24]([CH3:26])[CH3:25])=[O:22])=[CH:6]2)[CH3:2].[CH2:27]([C:30]1([C:35]([O:37][CH2:38][C:39]2[CH:44]=[CH:43][CH:42]=[CH:41][CH:40]=2)=[O:36])[CH2:34][CH2:33][CH2:32][CH2:31]1)[C:28]#[CH:29].CCN(C(C)C)C(C)C.CCOC(C)=O, predict the reaction product. The product is: [CH2:38]([O:37][C:35]([C:30]1([CH2:27][C:28]#[C:29][C:17]2[CH:18]=[CH:19][C:14]([C:12]([C:11]3[N:10]4[C:5]([CH:6]=[C:7]([C:21]([O:23][CH:24]([CH3:26])[CH3:25])=[O:22])[CH:8]=[CH:9]4)=[CH:4][C:3]=3[CH2:1][CH3:2])=[O:13])=[CH:15][CH:16]=2)[CH2:34][CH2:33][CH2:32][CH2:31]1)=[O:36])[C:39]1[CH:44]=[CH:43][CH:42]=[CH:41][CH:40]=1. (2) Given the reactants [Cl:1][C:2]1[CH:10]=[C:9]([N:11]2[CH:15]=[CH:14][CH:13]=[CH:12]2)[CH:8]=[CH:7][C:3]=1[C:4](O)=[O:5].C(N(CC)CC)C.Cl.CN(C)CCCN=C=NCC.O[N:36]1C2C=CC=CC=2N=[N:37]1.O.NN, predict the reaction product. The product is: [Cl:1][C:2]1[CH:10]=[C:9]([N:11]2[CH:15]=[CH:14][CH:13]=[CH:12]2)[CH:8]=[CH:7][C:3]=1[C:4]([NH:36][NH2:37])=[O:5].